Regression. Given two drug SMILES strings and cell line genomic features, predict the synergy score measuring deviation from expected non-interaction effect. From a dataset of NCI-60 drug combinations with 297,098 pairs across 59 cell lines. (1) Drug 1: CC1=C(C=C(C=C1)NC(=O)C2=CC=C(C=C2)CN3CCN(CC3)C)NC4=NC=CC(=N4)C5=CN=CC=C5. Drug 2: B(C(CC(C)C)NC(=O)C(CC1=CC=CC=C1)NC(=O)C2=NC=CN=C2)(O)O. Cell line: CAKI-1. Synergy scores: CSS=28.9, Synergy_ZIP=7.41, Synergy_Bliss=5.17, Synergy_Loewe=-39.2, Synergy_HSA=-6.32. (2) Drug 1: CN(C)N=NC1=C(NC=N1)C(=O)N. Drug 2: CCCCCOC(=O)NC1=NC(=O)N(C=C1F)C2C(C(C(O2)C)O)O. Cell line: RPMI-8226. Synergy scores: CSS=6.87, Synergy_ZIP=-1.93, Synergy_Bliss=1.97, Synergy_Loewe=-5.44, Synergy_HSA=-0.577. (3) Drug 1: C(=O)(N)NO. Drug 2: CC1C(C(CC(O1)OC2CC(CC3=C2C(=C4C(=C3O)C(=O)C5=C(C4=O)C(=CC=C5)OC)O)(C(=O)CO)O)N)O.Cl. Cell line: UACC62. Synergy scores: CSS=34.6, Synergy_ZIP=-4.93, Synergy_Bliss=-0.103, Synergy_Loewe=-5.94, Synergy_HSA=0.939. (4) Drug 1: C1=NC2=C(N=C(N=C2N1C3C(C(C(O3)CO)O)F)Cl)N. Drug 2: C1CC(=O)NC(=O)C1N2C(=O)C3=CC=CC=C3C2=O. Cell line: NCIH23. Synergy scores: CSS=25.9, Synergy_ZIP=-4.93, Synergy_Bliss=-1.40, Synergy_Loewe=-31.1, Synergy_HSA=-9.21. (5) Drug 1: C1C(C(OC1N2C=NC3=C(N=C(N=C32)Cl)N)CO)O. Drug 2: CC1=C(C=C(C=C1)C(=O)NC2=CC(=CC(=C2)C(F)(F)F)N3C=C(N=C3)C)NC4=NC=CC(=N4)C5=CN=CC=C5. Cell line: MDA-MB-435. Synergy scores: CSS=1.83, Synergy_ZIP=0.0794, Synergy_Bliss=2.80, Synergy_Loewe=2.37, Synergy_HSA=1.80.